Dataset: Catalyst prediction with 721,799 reactions and 888 catalyst types from USPTO. Task: Predict which catalyst facilitates the given reaction. (1) Reactant: [C:1]1([CH:7]([C:30]2[CH:35]=[CH:34][CH:33]=[CH:32][CH:31]=2)[CH2:8][NH:9][C:10]2[N:18]=[C:17]([C:19]([O:21]CC)=[O:20])[N:16]=[C:15]3[C:11]=2[N:12]=[CH:13][N:14]3[CH:24]2[CH2:29][CH2:28][CH2:27][CH2:26][O:25]2)[CH:6]=[CH:5][CH:4]=[CH:3][CH:2]=1.O.[OH-].[Na+].Cl. Product: [C:30]1([CH:7]([C:1]2[CH:6]=[CH:5][CH:4]=[CH:3][CH:2]=2)[CH2:8][NH:9][C:10]2[N:18]=[C:17]([C:19]([OH:21])=[O:20])[N:16]=[C:15]3[C:11]=2[N:12]=[CH:13][N:14]3[CH:24]2[CH2:29][CH2:28][CH2:27][CH2:26][O:25]2)[CH:31]=[CH:32][CH:33]=[CH:34][CH:35]=1. The catalyst class is: 4. (2) Reactant: [F:1][C:2]1[CH:8]=[CH:7][C:5]([NH2:6])=[CH:4][CH:3]=1.[CH3:9][C:10]1[CH:15]=[C:14]([CH3:16])[CH:13]=[C:12]([CH3:17])[C:11]=1Br.C1(P(C2C=CC=CC=2)C2C=CC3C(=CC=CC=3)C=2C2C3C(=CC=CC=3)C=CC=2P(C2C=CC=CC=2)C2C=CC=CC=2)C=CC=CC=1.CC(C)([O-])C.[Na+]. Product: [F:1][C:2]1[CH:8]=[CH:7][C:5]([NH:6][C:11]2[C:12]([CH3:17])=[CH:13][C:14]([CH3:16])=[CH:15][C:10]=2[CH3:9])=[CH:4][CH:3]=1. The catalyst class is: 718. (3) Reactant: [CH2:1]([NH2:4])[CH:2]=[CH2:3].[C:5]([O:9][CH2:10][CH3:11])(=[O:8])[CH:6]=[CH2:7]. Product: [CH2:1]([NH:4][CH2:7][CH2:6][C:5]([O:9][CH2:10][CH3:11])=[O:8])[CH:2]=[CH2:3]. The catalyst class is: 14. (4) Reactant: C[O:2][C:3](=O)[CH2:4][C:5]1[N:6]=[C:7]([CH3:11])[S:8][C:9]=1[CH3:10].O.[NH2:14][NH2:15]. Product: [CH3:11][C:7]1[S:8][C:9]([CH3:10])=[C:5]([CH2:4][C:3]([NH:14][NH2:15])=[O:2])[N:6]=1. The catalyst class is: 51. (5) Reactant: [CH2:1]([O:3][C:4]([C:6]1[CH:7]([C:15]2[CH:20]=[CH:19][CH:18]=[C:17]([O:21][CH3:22])[CH:16]=2)[N:8]=[C:9]([S:13][CH3:14])[NH:10][C:11]=1[CH3:12])=[O:5])[CH3:2].ClC1C(=O)C(C#N)=C(C#N)C(=O)C=1Cl.[OH-].[Na+]. Product: [CH3:14][S:13][C:9]1[N:8]=[C:7]([C:15]2[CH:20]=[CH:19][CH:18]=[C:17]([O:21][CH3:22])[CH:16]=2)[C:6]([C:4]([O:3][CH2:1][CH3:2])=[O:5])=[C:11]([CH3:12])[N:10]=1. The catalyst class is: 308. (6) Reactant: [C:1]([C:4]1[CH:5]=[C:6]([CH:24]=[CH:25][CH:26]=1)[O:7][C:8]1[C:13]([O:14][CH2:15][CH2:16][CH2:17][C:18]2[CH:23]=[CH:22][N:21]=[CH:20][CH:19]=2)=[CH:12][CH:11]=[CH:10][N:9]=1)(=[O:3])[CH3:2].[BH4-].[Na+]. Product: [OH:3][CH:1]([C:4]1[CH:5]=[C:6]([CH:24]=[CH:25][CH:26]=1)[O:7][C:8]1[C:13]([O:14][CH2:15][CH2:16][CH2:17][C:18]2[CH:19]=[CH:20][N:21]=[CH:22][CH:23]=2)=[CH:12][CH:11]=[CH:10][N:9]=1)[CH3:2]. The catalyst class is: 430. (7) Reactant: [CH:1]1([CH:4]([C:6]2[CH:7]=[N:8][C:9]([C:12]3[CH:17]=[CH:16][CH:15]=[CH:14][CH:13]=3)=[CH:10][CH:11]=2)O)[CH2:3][CH2:2]1.[CH:18]1[N:22]=[CH:21][N:20](C([N:20]2[CH:21]=[N:22][CH:18]=[CH:19]2)=O)[CH:19]=1. Product: [CH:1]1([CH:4]([N:20]2[CH:19]=[CH:18][N:22]=[CH:21]2)[C:6]2[CH:11]=[CH:10][C:9]([C:12]3[CH:17]=[CH:16][CH:15]=[CH:14][CH:13]=3)=[N:8][CH:7]=2)[CH2:3][CH2:2]1. The catalyst class is: 10. (8) Reactant: [C:1]([O:5][C:6]([N:8]1[C:12]([CH3:13])=[CH:11][C:10]([N:14]([C:38]([O:40][C:41]([CH3:44])([CH3:43])[CH3:42])=[O:39])[C:15]2[C:24]3[C:19](=[CH:20][C:21]([C:25](C)(C)[O:26][SiH2]C(C)(C)C)=[CH:22][CH:23]=3)[C:18](=[O:34])[N:17]([CH:35]([CH3:37])[CH3:36])[N:16]=2)=[N:9]1)=[O:7])([CH3:4])([CH3:3])[CH3:2].[F-].C([N+](CCCC)(CCCC)CCCC)CCC. Product: [C:1]([O:5][C:6]([N:8]1[C:12]([CH3:13])=[CH:11][C:10]([N:14]([C:38]([O:40][C:41]([CH3:43])([CH3:42])[CH3:44])=[O:39])[C:15]2[C:24]3[C:19](=[CH:20][C:21]([CH2:25][OH:26])=[CH:22][CH:23]=3)[C:18](=[O:34])[N:17]([CH:35]([CH3:36])[CH3:37])[N:16]=2)=[N:9]1)=[O:7])([CH3:4])([CH3:2])[CH3:3]. The catalyst class is: 1. (9) Reactant: [CH3:1][O:2][C:3]([NH:5][C@H:6]([C:10]([N:12]1[CH2:16][CH:15]([CH2:17][O:18][CH3:19])[CH2:14][CH:13]1[C:20]1[NH:24][C:23]2[C:25]3[C:30]([CH:31]=[CH:32][C:22]=2[N:21]=1)=[CH:29][C:28]1[C:33]2[C:38]([CH2:39][O:40][C:27]=1[CH:26]=3)=[CH:37][C:36]([C:41]1[NH:45][C:44]([CH:46]3[CH2:50][CH:49]([CH3:51])[CH2:48][N:47]3C(OC(C)(C)C)=O)=[N:43][CH:42]=1)=[CH:35][CH:34]=2)=[O:11])[CH:7]([CH3:9])[CH3:8])=[O:4].Cl. Product: [CH3:19][O:18][CH2:17][CH:15]1[CH2:16][N:12]([C:10](=[O:11])[CH:6]([NH:5][C:3](=[O:4])[O:2][CH3:1])[CH:7]([CH3:9])[CH3:8])[CH:13]([C:20]2[NH:24][C:23]3[C:25]4[C:30]([CH:31]=[CH:32][C:22]=3[N:21]=2)=[CH:29][C:28]2[C:33]3[C:38]([CH2:39][O:40][C:27]=2[CH:26]=4)=[CH:37][C:36]([C:41]2[NH:45][C:44]([CH:46]4[CH2:50][CH:49]([CH3:51])[CH2:48][NH:47]4)=[N:43][CH:42]=2)=[CH:35][CH:34]=3)[CH2:14]1. The catalyst class is: 8.